Predict the reactants needed to synthesize the given product. From a dataset of Full USPTO retrosynthesis dataset with 1.9M reactions from patents (1976-2016). (1) Given the product [C:1]([C:4]1[S:8][C:7]([NH:9][S:19]([C:13]2[C:14]([Cl:18])=[CH:15][CH:16]=[CH:17][C:12]=2[Cl:11])(=[O:21])=[O:20])=[N:6][C:5]=1[CH3:10])(=[O:3])[CH3:2], predict the reactants needed to synthesize it. The reactants are: [C:1]([C:4]1[S:8][C:7]([NH2:9])=[N:6][C:5]=1[CH3:10])(=[O:3])[CH3:2].[Cl:11][C:12]1[CH:17]=[CH:16][CH:15]=[C:14]([Cl:18])[C:13]=1[S:19](Cl)(=[O:21])=[O:20]. (2) Given the product [CH2:1]([CH:8]([C:17](=[O:36])/[CH:18]=[CH:19]/[C:20]1[CH:25]=[CH:24][C:23]([OH:26])=[C:22]([O:34][CH3:35])[CH:21]=1)[C:9]([C:11]1[CH:16]=[CH:15][CH:14]=[CH:13][CH:12]=1)=[O:10])[C:2]1[CH:7]=[CH:6][CH:5]=[CH:4][CH:3]=1, predict the reactants needed to synthesize it. The reactants are: [CH2:1]([CH:8]([C:17](=[O:36])/[CH:18]=[CH:19]/[C:20]1[CH:25]=[CH:24][C:23]([O:26][Si](C(C)(C)C)(C)C)=[C:22]([O:34][CH3:35])[CH:21]=1)[C:9]([C:11]1[CH:16]=[CH:15][CH:14]=[CH:13][CH:12]=1)=[O:10])[C:2]1[CH:7]=[CH:6][CH:5]=[CH:4][CH:3]=1.CCCC[N+](CCCC)(CCCC)CCCC.[F-].